Dataset: Full USPTO retrosynthesis dataset with 1.9M reactions from patents (1976-2016). Task: Predict the reactants needed to synthesize the given product. Given the product [Cl:16][C:17]1[CH:22]=[CH:21][N:20]=[C:19]([CH3:2])[C:18]=1[F:23], predict the reactants needed to synthesize it. The reactants are: [Li][CH2:2]CCC.CC1(C)CCCC(C)(C)N1.[Cl:16][C:17]1[CH:22]=[CH:21][N:20]=[CH:19][C:18]=1[F:23].CI.